Dataset: Full USPTO retrosynthesis dataset with 1.9M reactions from patents (1976-2016). Task: Predict the reactants needed to synthesize the given product. (1) Given the product [CH3:1][N:2]([CH3:13])[CH2:3][C:4]1[C:12]2[C:7](=[N:8][CH:9]=[CH:10][CH:11]=2)[N:6]([Si:24]([CH:28]([CH3:30])[CH3:29])([CH:25]([CH3:27])[CH3:26])[CH:21]([CH3:23])[CH3:22])[CH:5]=1, predict the reactants needed to synthesize it. The reactants are: [CH3:1][N:2]([CH3:13])[CH2:3][C:4]1[C:12]2[C:7](=[N:8][CH:9]=[CH:10][CH:11]=2)[NH:6][CH:5]=1.CN(C)C=O.[H-].[Na+].[CH:21]([Si:24](Cl)([CH:28]([CH3:30])[CH3:29])[CH:25]([CH3:27])[CH3:26])([CH3:23])[CH3:22]. (2) Given the product [N:26]1[NH:25][N:24]=[N:23][C:27]=1[C:28]1[CH:34]=[CH:33][C:31]([NH:32][C:2]2[N:7]=[C:6]([C:8]3[CH:9]=[CH:10][C:11]([N:16]4[CH2:21][CH2:20][CH:19]([OH:22])[CH2:18][CH2:17]4)=[C:12]([CH:15]=3)[C:13]#[N:14])[CH:5]=[CH:4][N:3]=2)=[CH:30][CH:29]=1, predict the reactants needed to synthesize it. The reactants are: Cl[C:2]1[N:7]=[C:6]([C:8]2[CH:9]=[CH:10][C:11]([N:16]3[CH2:21][CH2:20][CH:19]([OH:22])[CH2:18][CH2:17]3)=[C:12]([CH:15]=2)[C:13]#[N:14])[CH:5]=[CH:4][N:3]=1.[N:23]1[NH:24][N:25]=[N:26][C:27]=1[C:28]1[CH:34]=[CH:33][C:31]([NH2:32])=[CH:30][CH:29]=1.